Dataset: Full USPTO retrosynthesis dataset with 1.9M reactions from patents (1976-2016). Task: Predict the reactants needed to synthesize the given product. (1) The reactants are: [N:1]1[CH:6]=[CH:5][C:4]([C:7](=O)[CH2:8][C:9]([O:11]CC)=O)=[CH:3][CH:2]=1.Cl.Cl.[NH2:17][CH:18]1[NH:23][CH2:22][CH:21]=[CH:20][NH:19]1.C(=O)([O-])[O-].[K+].[K+]. Given the product [N:1]1[CH:2]=[CH:3][C:4]([C:7]2[N:17]=[C:18]3[NH:23][CH2:22][CH2:21][CH2:20][N:19]3[C:9](=[O:11])[CH:8]=2)=[CH:5][CH:6]=1, predict the reactants needed to synthesize it. (2) Given the product [CH3:1][C:2]1[C:3]([C:8]2[C:9]([C:15]([N:33]3[CH:31]4[CH2:30][CH2:29][CH:28]3[CH:27]([CH2:26][O:25][C:22]3[N:21]=[CH:20][C:19]([F:18])=[CH:24][N:23]=3)[CH2:32]4)=[O:17])=[N:10][C:11]([CH3:14])=[CH:12][CH:13]=2)=[N:4][CH:5]=[CH:6][CH:7]=1, predict the reactants needed to synthesize it. The reactants are: [CH3:1][C:2]1[C:3]([C:8]2[C:9]([C:15]([OH:17])=O)=[N:10][C:11]([CH3:14])=[CH:12][CH:13]=2)=[N:4][CH:5]=[CH:6][CH:7]=1.[F:18][C:19]1[CH:20]=[N:21][C:22]([O:25][CH2:26][CH:27]2[CH2:32][CH:31]3[NH:33][CH:28]2[CH2:29][CH2:30]3)=[N:23][CH:24]=1.